From a dataset of Forward reaction prediction with 1.9M reactions from USPTO patents (1976-2016). Predict the product of the given reaction. Given the reactants C(O)(C(F)(F)F)=O.[NH:8]1[C:12]2[CH:13]=[CH:14][CH:15]=[CH:16][C:11]=2[N:10]=[C:9]1[C:17]1[C:25]2[C:20](=[CH:21][CH:22]=[C:23]([NH:26][C:27]([NH:29][CH:30]3[CH2:34][CH2:33][CH2:32][CH2:31]3)=[O:28])[CH:24]=2)[N:19](C2CCCCO2)[N:18]=1, predict the reaction product. The product is: [NH:10]1[C:11]2[CH:16]=[CH:15][CH:14]=[CH:13][C:12]=2[N:8]=[C:9]1[C:17]1[C:25]2[C:20](=[CH:21][CH:22]=[C:23]([NH:26][C:27]([NH:29][CH:30]3[CH2:31][CH2:32][CH2:33][CH2:34]3)=[O:28])[CH:24]=2)[NH:19][N:18]=1.